From a dataset of Reaction yield outcomes from USPTO patents with 853,638 reactions. Predict the reaction yield, written as a fraction of the theoretical maximum amount of product (1.0 means a 100% yield; for example, 0.34 means a 34% yield). (1) The reactants are [CH3:1][C:2]([CH3:16])([CH3:15])[C@H:3]([OH:14])[CH2:4][N:5]1[CH:9]=[CH:8][C:7]([C:10]([F:13])([F:12])[F:11])=[N:6]1.Cl[C:18]([O:20][C:21]1[CH:26]=[CH:25][C:24]([N+:27]([O-:29])=[O:28])=[CH:23][CH:22]=1)=[O:19].N1C=CC=CC=1.C(=O)(O)[O-].[Na+]. The catalyst is ClCCCl. The product is [C:18](=[O:19])([O:14][C@H:3]([CH2:4][N:5]1[CH:9]=[CH:8][C:7]([C:10]([F:13])([F:12])[F:11])=[N:6]1)[C:2]([CH3:16])([CH3:15])[CH3:1])[O:20][C:21]1[CH:22]=[CH:23][C:24]([N+:27]([O-:29])=[O:28])=[CH:25][CH:26]=1. The yield is 0.930. (2) The yield is 0.790. The reactants are [Cl:1][C:2]1[CH:11]=[C:10]2[C:5]([N:6]=[C:7]([O:21]C)[C:8]([C@@H:12]([NH:14][S@](C(C)(C)C)=O)[CH3:13])=[N:9]2)=[CH:4][CH:3]=1.I[Si](C)(C)C.C(O)(C(F)(F)F)=O. The catalyst is CC#N. The product is [NH2:14][C@H:12]([C:8]1[C:7](=[O:21])[NH:6][C:5]2[C:10]([N:9]=1)=[CH:11][C:2]([Cl:1])=[CH:3][CH:4]=2)[CH3:13].